From a dataset of Forward reaction prediction with 1.9M reactions from USPTO patents (1976-2016). Predict the product of the given reaction. (1) Given the reactants [CH3:1][C:2]1[N:3]=[C:4]([NH2:8])[S:5][C:6]=1[CH3:7].Br[CH:10]([C:12]1[CH:17]=[CH:16][CH:15]=[CH:14][CH:13]=1)[CH3:11].[C:18]12([C:28](O)=[O:29])[CH2:27][CH:22]3[CH2:23][CH:24]([CH2:26][CH:20]([CH2:21]3)[CH2:19]1)[CH2:25]2, predict the reaction product. The product is: [CH3:1][C:2]1[N:3]([CH:10]([C:12]2[CH:17]=[CH:16][CH:15]=[CH:14][CH:13]=2)[CH3:11])/[C:4](=[N:8]/[C:28]([C:18]23[CH2:27][CH:22]4[CH2:23][CH:24]([CH2:26][CH:20]([CH2:21]4)[CH2:19]2)[CH2:25]3)=[O:29])/[S:5][C:6]=1[CH3:7]. (2) Given the reactants C(OC(=O)[NH:7][C:8]1[N:13]=[CH:12][C:11]([C:14]2[N:23]=[C:22]([N:24]3[CH2:29][CH2:28][O:27][CH2:26][CH2:25]3)[C:21]3[C:16](=[CH:17][C:18]([C:30]4[CH:35]=[CH:34][CH:33]=[C:32]([NH:36][C:37](=[O:42])[C:38]([OH:41])([CH3:40])[CH3:39])[CH:31]=4)=[CH:19][CH:20]=3)[N:15]=2)=[CH:10][N:9]=1)(C)(C)C.FC(F)(F)C(O)=O, predict the reaction product. The product is: [NH2:7][C:8]1[N:9]=[CH:10][C:11]([C:14]2[N:23]=[C:22]([N:24]3[CH2:29][CH2:28][O:27][CH2:26][CH2:25]3)[C:21]3[C:16](=[CH:17][C:18]([C:30]4[CH:31]=[C:32]([NH:36][C:37](=[O:42])[C:38]([OH:41])([CH3:40])[CH3:39])[CH:33]=[CH:34][CH:35]=4)=[CH:19][CH:20]=3)[N:15]=2)=[CH:12][N:13]=1. (3) Given the reactants [CH2:1]([C:4]1[C:13]([OH:14])=[C:12]([O:15][CH3:16])[CH:11]=[C:10]2[C:5]=1[C:6]([NH:17][C:18]1[CH:23]=[CH:22][CH:21]=[C:20]([Br:24])[CH:19]=1)=[N:7][CH:8]=[N:9]2)[CH:2]=[CH2:3].[C:25]([O-])([O-])=O.[K+].[K+].CI, predict the reaction product. The product is: [CH2:1]([C:4]1[C:13]([O:14][CH3:25])=[C:12]([O:15][CH3:16])[CH:11]=[C:10]2[C:5]=1[C:6]([NH:17][C:18]1[CH:23]=[CH:22][CH:21]=[C:20]([Br:24])[CH:19]=1)=[N:7][CH:8]=[N:9]2)[CH:2]=[CH2:3]. (4) Given the reactants [C:1]([C:4]1[CH:9]=[CH:8][N:7]=[CH:6][CH:5]=1)(=O)[CH3:2].[CH:10](OCC)=O.C[O-].[Na+].Cl.Cl.[NH2:20][NH2:21].[OH-].[Na+], predict the reaction product. The product is: [NH:20]1[CH:10]=[CH:2][C:1]([C:4]2[CH:9]=[CH:8][N:7]=[CH:6][CH:5]=2)=[N:21]1. (5) Given the reactants [CH:1]1[C:2]([C:10]([O:12][CH2:13][CH3:14])=[O:11])=[CH:3][N:4]2[C:9]=1[CH:8]=[CH:7][CH:6]=[CH:5]2.F[B-](F)(F)F.C1(P(C2CCCC2)C2CCCC2)CCCC1.C([O-])([O-])=O.[Cs+].[Cs+].Cl[C:43]1[CH:44]=[N:45][CH:46]=[CH:47][CH:48]=1, predict the reaction product. The product is: [N:45]1[CH:46]=[CH:47][CH:48]=[C:43]([C:3]2[N:4]3[C:9]([CH:8]=[CH:7][CH:6]=[CH:5]3)=[CH:1][C:2]=2[C:10]([O:12][CH2:13][CH3:14])=[O:11])[CH:44]=1. (6) Given the reactants [NH2:1][C:2]1[CH:3]=[C:4]([N:13]2[C:17](=[O:18])[C:16]([CH3:20])([CH3:19])[N:15]([CH2:21][C:22]3[CH:27]=[CH:26][N:25]=[CH:24][CH:23]=3)[C:14]2=[O:28])[CH:5]=[CH:6][C:7]=1[O:8][C:9]([F:12])([F:11])[F:10].[F:29][C:30]([F:41])([F:40])[C:31]([O:33][C:34](=[O:39])[C:35]([F:38])([F:37])[F:36])=[O:32], predict the reaction product. The product is: [F:29][C:30]([F:41])([F:40])[C:31]([OH:33])=[O:32].[CH3:19][C:16]1([CH3:20])[C:17](=[O:18])[N:13]([C:4]2[CH:5]=[CH:6][C:7]([O:8][C:9]([F:11])([F:10])[F:12])=[C:2]([NH:1][C:34](=[O:39])[C:35]([F:36])([F:37])[F:38])[CH:3]=2)[C:14](=[O:28])[N:15]1[CH2:21][C:22]1[CH:23]=[CH:24][N:25]=[CH:26][CH:27]=1. (7) The product is: [F:5][C:4]([F:7])([F:6])[C:3](=[N:8][OH:9])[CH2:2][C:12]1[C:13]2[C:18](=[CH:17][CH:16]=[CH:15][CH:14]=2)[NH:10][CH:11]=1. Given the reactants Br[CH2:2][C:3](=[N:8][OH:9])[C:4]([F:7])([F:6])[F:5].[NH:10]1[C:18]2[C:13](=[CH:14][CH:15]=[CH:16][CH:17]=2)[CH:12]=[CH:11]1.C(=O)([O-])[O-].[Na+].[Na+], predict the reaction product. (8) Given the reactants Cl[C:2]1[CH:7]=[C:6]([N:8]([CH2:17][O:18][CH2:19][CH2:20][Si:21]([CH3:24])([CH3:23])[CH3:22])[CH2:9][O:10][CH2:11][CH2:12][Si:13]([CH3:16])([CH3:15])[CH3:14])[N:5]2[N:25]=[CH:26][C:27]([C:28]3[CH:29]=[N:30][C:31]4[C:36]([CH:37]=3)=[CH:35][C:34]([F:38])=[CH:33][CH:32]=4)=[C:4]2[N:3]=1.[NH2:39][CH:40]1[CH2:45][CH2:44][N:43]([C:46]([O:48][C:49]([CH3:52])([CH3:51])[CH3:50])=[O:47])[CH2:42][CH2:41]1.C([O-])(O)=O.[Na+], predict the reaction product. The product is: [CH3:14][Si:13]([CH3:16])([CH3:15])[CH2:12][CH2:11][O:10][CH2:9][N:8]([CH2:17][O:18][CH2:19][CH2:20][Si:21]([CH3:24])([CH3:23])[CH3:22])[C:6]1[N:5]2[N:25]=[CH:26][C:27]([C:28]3[CH:29]=[N:30][C:31]4[C:36]([CH:37]=3)=[CH:35][C:34]([F:38])=[CH:33][CH:32]=4)=[C:4]2[N:3]=[C:2]([NH:39][CH:40]2[CH2:41][CH2:42][N:43]([C:46]([O:48][C:49]([CH3:52])([CH3:51])[CH3:50])=[O:47])[CH2:44][CH2:45]2)[CH:7]=1.